This data is from Peptide-MHC class I binding affinity with 185,985 pairs from IEDB/IMGT. The task is: Regression. Given a peptide amino acid sequence and an MHC pseudo amino acid sequence, predict their binding affinity value. This is MHC class I binding data. (1) The peptide sequence is TTLLSYGRL. The MHC is HLA-B57:01 with pseudo-sequence HLA-B57:01. The binding affinity (normalized) is 0.204. (2) The peptide sequence is AFYLWIVGF. The MHC is HLA-A24:03 with pseudo-sequence HLA-A24:03. The binding affinity (normalized) is 0.293. (3) The peptide sequence is AAAAFEAAL. The MHC is HLA-B48:01 with pseudo-sequence HLA-B48:01. The binding affinity (normalized) is 0.523. (4) The peptide sequence is IYTDEVYDY. The MHC is HLA-B08:02 with pseudo-sequence HLA-B08:02. The binding affinity (normalized) is 0.0847. (5) The peptide sequence is DVHIPKFKV. The MHC is HLA-A68:02 with pseudo-sequence HLA-A68:02. The binding affinity (normalized) is 0.782. (6) The peptide sequence is RVRPKKEVL. The MHC is HLA-B27:05 with pseudo-sequence HLA-B27:05. The binding affinity (normalized) is 0.0847. (7) The peptide sequence is RRRPVTRPL. The MHC is HLA-B83:01 with pseudo-sequence HLA-B83:01. The binding affinity (normalized) is 0.213. (8) The peptide sequence is RPPIFIRRL. The MHC is HLA-A03:01 with pseudo-sequence HLA-A03:01. The binding affinity (normalized) is 0. (9) The peptide sequence is LNYLYEEL. The MHC is H-2-Db with pseudo-sequence H-2-Db. The binding affinity (normalized) is 0.234.